This data is from Peptide-MHC class II binding affinity with 134,281 pairs from IEDB. The task is: Regression. Given a peptide amino acid sequence and an MHC pseudo amino acid sequence, predict their binding affinity value. This is MHC class II binding data. The peptide sequence is GDNACKRTYSDRGWG. The MHC is DRB3_0101 with pseudo-sequence DRB3_0101. The binding affinity (normalized) is 0.287.